Dataset: Forward reaction prediction with 1.9M reactions from USPTO patents (1976-2016). Task: Predict the product of the given reaction. (1) Given the reactants [CH2:1]([C:4]1[C:12]([N:13]([CH2:20][CH3:21])[CH:14]2[CH2:19][CH2:18][O:17][CH2:16][CH2:15]2)=[CH:11][CH:10]=[CH:9][C:5]=1[C:6]([OH:8])=O)[CH:2]=[CH2:3].C1C=NC2N(O)N=NC=2C=1.C(Cl)CCl.[NH2:36][CH2:37][C:38]1[C:39]([O:51][CH3:52])=[N:40][C:41]([CH3:50])=[CH:42][C:43]=1[CH2:44][N:45]([CH3:49])[CH2:46][CH:47]=[CH2:48].CN1CCOCC1, predict the reaction product. The product is: [CH2:1]([C:4]1[C:12]([N:13]([CH2:20][CH3:21])[CH:14]2[CH2:19][CH2:18][O:17][CH2:16][CH2:15]2)=[CH:11][CH:10]=[CH:9][C:5]=1[C:6]([NH:36][CH2:37][C:38]1[C:39]([O:51][CH3:52])=[N:40][C:41]([CH3:50])=[CH:42][C:43]=1[CH2:44][N:45]([CH2:46][CH:47]=[CH2:48])[CH3:49])=[O:8])[CH:2]=[CH2:3]. (2) Given the reactants [Br:1][C:2]1[CH:3]=[C:4]2[C:9](=[CH:10][CH:11]=1)[N:8]=[C:7]([CH2:12][CH:13]=O)[CH:6]=[CH:5]2.[F:15][C:16]([Si](C)(C)C)([F:18])[F:17].[F-].C([NH+](CCCC)CCCC)CCC.Cl.CN(C=[O:42])C, predict the reaction product. The product is: [Br:1][C:2]1[CH:3]=[C:4]2[C:9](=[CH:10][CH:11]=1)[N:8]=[C:7]([C:12]([OH:42])([CH3:13])[C:16]([F:18])([F:17])[F:15])[CH:6]=[CH:5]2. (3) Given the reactants [Br:1][C:2]1[CH:11]=[C:10]2[C:5]([CH:6]=[C:7]([CH3:12])[CH:8]=[N:9]2)=[CH:4][CH:3]=1.CC1NC(C)=C(C(OCC)=O)CC=1C(OCC)=O, predict the reaction product. The product is: [Br:1][C:2]1[CH:11]=[C:10]2[C:5]([CH2:6][CH:7]([CH3:12])[CH2:8][NH:9]2)=[CH:4][CH:3]=1. (4) Given the reactants [C:1]([O:5][C:6]([N:8]1[CH2:13][CH2:12][CH:11]([C:14]2[CH:15]=[CH:16][CH:17]=[C:18]3[C:22]=2[NH:21][CH:20]=[CH:19]3)[CH2:10][CH2:9]1)=[O:7])([CH3:4])([CH3:3])[CH3:2].[H-].[Na+].[C:25]1([S:31][S:31][C:25]2[CH:30]=[CH:29][CH:28]=[CH:27][CH:26]=2)[CH:30]=[CH:29][CH:28]=[CH:27][CH:26]=1.O, predict the reaction product. The product is: [C:1]([O:5][C:6]([N:8]1[CH2:13][CH2:12][CH:11]([C:14]2[CH:15]=[CH:16][CH:17]=[C:18]3[C:22]=2[NH:21][CH:20]=[C:19]3[S:31][C:25]2[CH:30]=[CH:29][CH:28]=[CH:27][CH:26]=2)[CH2:10][CH2:9]1)=[O:7])([CH3:4])([CH3:2])[CH3:3].